From a dataset of Peptide-MHC class I binding affinity with 185,985 pairs from IEDB/IMGT. Regression. Given a peptide amino acid sequence and an MHC pseudo amino acid sequence, predict their binding affinity value. This is MHC class I binding data. (1) The peptide sequence is TTSDFFVNY. The MHC is HLA-A02:01 with pseudo-sequence HLA-A02:01. The binding affinity (normalized) is 0.0847. (2) The binding affinity (normalized) is 0.0847. The peptide sequence is GVPELGAFF. The MHC is HLA-B15:17 with pseudo-sequence HLA-B15:17.